Predict which catalyst facilitates the given reaction. From a dataset of Catalyst prediction with 721,799 reactions and 888 catalyst types from USPTO. (1) Reactant: [Br:1][C:2]1[CH:7]=[CH:6][C:5]([CH2:8][N:9]=[C:10]=[O:11])=[CH:4][CH:3]=1.[NH2:12][C:13]1[C:22]([C:23]([OH:32])([C:28]([F:31])([F:30])[F:29])[C:24]([F:27])([F:26])[F:25])=[CH:21][CH:20]=[C:19]2[C:14]=1[CH:15]=[CH:16][N:17]=[CH:18]2. Product: [Br:1][C:2]1[CH:3]=[CH:4][C:5]([CH2:8][NH:9][C:10]([NH:12][C:13]2[C:22]([C:23]([OH:32])([C:28]([F:31])([F:29])[F:30])[C:24]([F:25])([F:26])[F:27])=[CH:21][CH:20]=[C:19]3[C:14]=2[CH:15]=[CH:16][N:17]=[CH:18]3)=[O:11])=[CH:6][CH:7]=1. The catalyst class is: 1. (2) Reactant: [CH3:1][O:2][CH2:3][CH2:4][OH:5].[H-].[Na+].Cl[C:9]1[C:14]([N+:15]([O-:17])=[O:16])=[CH:13][CH:12]=[C:11]([Cl:18])[N:10]=1.O. Product: [Cl:18][C:11]1[N:10]=[C:9]([O:5][CH2:4][CH2:3][O:2][CH3:1])[C:14]([N+:15]([O-:17])=[O:16])=[CH:13][CH:12]=1. The catalyst class is: 28. (3) Reactant: [NH2:1][C:2]1[C:3]([C:9]([OH:11])=O)=[N:4][CH:5]=[C:6]([Br:8])[CH:7]=1.[CH:12]([NH2:14])=O. Product: [Br:8][C:6]1[CH:5]=[N:4][C:3]2[C:9](=[O:11])[NH:14][CH:12]=[N:1][C:2]=2[CH:7]=1. The catalyst class is: 6. (4) Product: [CH:1]([C@@H:4]1[CH2:5][C:6](=[O:19])[CH2:7][C@H:8]([C:10]2[CH:15]=[CH:14][N:13]=[CH:12][C:11]=2[N+:16]([O-:18])=[O:17])[O:9]1)([CH3:3])[CH3:2]. Reactant: [CH:1]([C@H:4]1[O:9][C@@H:8]([C:10]2[CH:15]=[CH:14][N:13]=[CH:12][C:11]=2[N+:16]([O-:18])=[O:17])[CH2:7][C:6]([O:19][Si](CC)(CC)CC)=[CH:5]1)([CH3:3])[CH3:2].CC1(C)OO1.CC(C)=O. The catalyst class is: 2. (5) Product: [CH3:8][C:7]1[C:2]([B:16]2[O:17][C:18]([CH3:20])([CH3:19])[C:14]([CH3:30])([CH3:13])[O:15]2)=[CH:3][C:4]([NH:9][C:10](=[O:12])[CH3:11])=[N:5][CH:6]=1. The catalyst class is: 800. Reactant: Br[C:2]1[C:7]([CH3:8])=[CH:6][N:5]=[C:4]([NH:9][C:10](=[O:12])[CH3:11])[CH:3]=1.[CH3:13][C:14]1([CH3:30])[C:18]([CH3:20])([CH3:19])[O:17][B:16]([B:16]2[O:17][C:18]([CH3:20])([CH3:19])[C:14]([CH3:30])([CH3:13])[O:15]2)[O:15]1.C([O-])(=O)C.[K+]. (6) Reactant: C([O:3][C:4]([C:6]1[C:7](=[O:39])[C:8]2[CH:13]=[N:12][C:11]([NH:14][C:15]3[CH:20]=[CH:19][C:18]([N:21]4[CH2:26][CH2:25][N:24]([CH3:27])[CH2:23][CH2:22]4)=[CH:17][CH:16]=3)=[N:10][C:9]=2[N:28]([C:30]2[CH:31]=[C:32]3[C:36](=[CH:37][CH:38]=2)[CH2:35][CH2:34][CH2:33]3)[CH:29]=1)=O)C.[CH2:40]([NH2:42])[CH3:41]. Product: [CH2:40]([NH:42][C:4]([C:6]1[C:7](=[O:39])[C:8]2[CH:13]=[N:12][C:11]([NH:14][C:15]3[CH:20]=[CH:19][C:18]([N:21]4[CH2:26][CH2:25][N:24]([CH3:27])[CH2:23][CH2:22]4)=[CH:17][CH:16]=3)=[N:10][C:9]=2[N:28]([C:30]2[CH:31]=[C:32]3[C:36](=[CH:37][CH:38]=2)[CH2:35][CH2:34][CH2:33]3)[CH:29]=1)=[O:3])[CH3:41]. The catalyst class is: 5.